Task: Predict the product of the given reaction.. Dataset: Forward reaction prediction with 1.9M reactions from USPTO patents (1976-2016) (1) Given the reactants C(=O)([O-])[O-].[K+].[K+].C([O:10][CH:11]([CH2:22][O:23][CH3:24])[C:12]([NH:14][C:15]1[CH:20]=[CH:19][C:18]([CH3:21])=[CH:17][N:16]=1)=[O:13])(=O)C, predict the reaction product. The product is: [OH:10][CH:11]([CH2:22][O:23][CH3:24])[C:12]([NH:14][C:15]1[CH:20]=[CH:19][C:18]([CH3:21])=[CH:17][N:16]=1)=[O:13]. (2) The product is: [CH2:41]([N:48]1[CH2:53][CH2:52][CH:51]([CH:18]([S:15]([C:12]2[CH:13]=[CH:14][C:9]([Cl:8])=[CH:10][CH:11]=2)(=[O:17])=[O:16])[C:19]2[CH:20]=[CH:21][N:22]=[CH:23][CH:24]=2)[CH2:50][CH2:49]1)[C:42]1[CH:47]=[CH:46][CH:45]=[CH:44][CH:43]=1. Given the reactants C1(C)C=CC=CC=1.[Cl:8][C:9]1[CH:14]=[CH:13][C:12]([S:15]([CH2:18][C:19]2[CH:24]=[CH:23][N:22]=[CH:21][CH:20]=2)(=[O:17])=[O:16])=[CH:11][CH:10]=1.C(C=P(CCCC)(CCCC)CCCC)#N.[CH2:41]([N:48]1[CH2:53][CH2:52][CH:51](O)[CH2:50][CH2:49]1)[C:42]1[CH:47]=[CH:46][CH:45]=[CH:44][CH:43]=1, predict the reaction product.